Predict the reactants needed to synthesize the given product. From a dataset of Full USPTO retrosynthesis dataset with 1.9M reactions from patents (1976-2016). (1) Given the product [C:3]([O:7][C:8]([NH:10][CH2:11][CH2:12][N:13]([CH3:43])[C@@H:14]1[CH2:21][N:20]2[C:22]3[CH:23]=[C:24]([C:35]([OH:37])=[O:36])[CH:25]=[CH:26][C:27]=3[C:28]([CH:29]3[CH2:30][CH2:31][CH2:32][CH2:33][CH2:34]3)=[C:19]2[C:18]2[CH:39]=[CH:40][CH:41]=[CH:42][C:17]=2[O:16][CH2:15]1)=[O:9])([CH3:6])([CH3:5])[CH3:4], predict the reactants needed to synthesize it. The reactants are: [OH-].[Na+].[C:3]([O:7][C:8]([NH:10][CH2:11][CH2:12][N:13]([CH3:43])[C@@H:14]1[CH2:21][N:20]2[C:22]3[CH:23]=[C:24]([C:35]([O:37]C)=[O:36])[CH:25]=[CH:26][C:27]=3[C:28]([CH:29]3[CH2:34][CH2:33][CH2:32][CH2:31][CH2:30]3)=[C:19]2[C:18]2[CH:39]=[CH:40][CH:41]=[CH:42][C:17]=2[O:16][CH2:15]1)=[O:9])([CH3:6])([CH3:5])[CH3:4]. (2) Given the product [CH3:1][O:2][C:3]([C:5]1([CH2:11][CH2:12][CH:13]=[O:19])[CH2:6][CH2:7][O:8][CH2:9][CH2:10]1)=[O:4], predict the reactants needed to synthesize it. The reactants are: [CH3:1][O:2][C:3]([C:5]1([CH2:11][CH2:12][CH:13]=C)[CH2:10][CH2:9][O:8][CH2:7][CH2:6]1)=[O:4].CO.CC[O:19]C(C)=O. (3) Given the product [Cl:25][C:24]1[CH:23]=[CH:22][C:21]([CH:26]([OH:37])[C:27]2([C:30]([O:32][C:33]([CH3:34])([CH3:36])[CH3:35])=[O:31])[CH2:29][CH2:28]2)=[CH:20][C:19]=1[NH:18][C:9](=[O:11])[C@H:8]([C:5]1[CH:4]=[CH:3][C:2]([Cl:1])=[CH:7][CH:6]=1)[C@@H:12]([CH3:17])[C:13]([F:16])([F:15])[F:14], predict the reactants needed to synthesize it. The reactants are: [Cl:1][C:2]1[CH:7]=[CH:6][C:5]([C@H:8]([C@@H:12]([CH3:17])[C:13]([F:16])([F:15])[F:14])[C:9]([OH:11])=O)=[CH:4][CH:3]=1.[NH2:18][C:19]1[CH:20]=[C:21]([CH:26]([OH:37])[C:27]2([C:30]([O:32][C:33]([CH3:36])([CH3:35])[CH3:34])=[O:31])[CH2:29][CH2:28]2)[CH:22]=[CH:23][C:24]=1[Cl:25].F[P-](F)(F)(F)(F)F.N1(OC(N(C)C)=[N+](C)C)C2N=CC=CC=2N=N1. (4) The reactants are: [F:1][C:2]([F:7])([F:6])[C:3]([OH:5])=[O:4].[CH2:8]([S:10]([N:13]1[CH2:18][CH2:17][CH:16]([C:19]2[C:27]3[C:22](=[C:23]([C:40]([NH2:42])=[O:41])[CH:24]=[C:25]([C:28]4[CH:32]=[C:31]([CH2:33][N:34]([C@@H](C)CO)[CH3:35])[S:30][CH:29]=4)[CH:26]=3)[NH:21][CH:20]=2)[CH2:15][CH2:14]1)(=[O:12])=[O:11])[CH3:9].N[C@H:44]([CH3:47])[CH2:45]O. Given the product [F:1][C:2]([F:7])([F:6])[C:3]([OH:5])=[O:4].[CH:44]1([CH2:47][N:34]([CH2:33][C:31]2[S:30][CH:29]=[C:28]([C:25]3[CH:26]=[C:27]4[C:22](=[C:23]([C:40]([NH2:42])=[O:41])[CH:24]=3)[NH:21][CH:20]=[C:19]4[CH:16]3[CH2:17][CH2:18][N:13]([S:10]([CH2:8][CH3:9])(=[O:11])=[O:12])[CH2:14][CH2:15]3)[CH:32]=2)[CH3:35])[CH2:2][CH2:45]1, predict the reactants needed to synthesize it. (5) Given the product [C:4]1([N:10]2[C:14]3=[N:15][CH:16]=[N:17][C:18]([NH:19][N:20]=[CH:21][C:22]4[CH:27]=[CH:26][N:25]=[C:24]([O:2][CH3:1])[CH:23]=4)=[C:13]3[CH:12]=[N:11]2)[CH:9]=[CH:8][CH:7]=[CH:6][CH:5]=1, predict the reactants needed to synthesize it. The reactants are: [CH3:1][O-:2].[Na+].[C:4]1([N:10]2[C:14]3=[N:15][CH:16]=[N:17][C:18]([NH:19][N:20]=[CH:21][C:22]4[CH:27]=[CH:26][N:25]=[C:24](Cl)[CH:23]=4)=[C:13]3[CH:12]=[N:11]2)[CH:9]=[CH:8][CH:7]=[CH:6][CH:5]=1.O. (6) Given the product [Br:1][C:2]1[C:9]([F:10])=[CH:8][C:5]([CH:6]=[CH:12][C:13]([OH:18])=[O:14])=[C:4]([F:11])[CH:3]=1, predict the reactants needed to synthesize it. The reactants are: [Br:1][C:2]1[C:9]([F:10])=[CH:8][C:5]([CH:6]=O)=[C:4]([F:11])[CH:3]=1.[CH3:12][C:13]1(C)[O:18]C(=O)CC(=O)[O:14]1.Cl.